Dataset: Catalyst prediction with 721,799 reactions and 888 catalyst types from USPTO. Task: Predict which catalyst facilitates the given reaction. (1) Product: [Cl:15][C:16]1[NH:21][C:20]([Cl:22])([O:14][C:8]2[C:7]([Cl:6])=[CH:12][CH:11]=[CH:10][C:9]=2[Cl:13])[CH:19]=[CH:18][N:17]=1. The catalyst class is: 7. Reactant: [OH-].[K+].C(O)C.[Cl:6][C:7]1[CH:12]=[CH:11][CH:10]=[C:9]([Cl:13])[C:8]=1[OH:14].[Cl:15][C:16]1[N:21]=[C:20]([Cl:22])[CH:19]=[C:18](Cl)[N:17]=1. (2) Reactant: C([O:4][C:5](=[O:36])[CH2:6][C@@H:7]([N:20]1[CH:24]=[CH:23][C:22]([C:25](=[O:35])[CH2:26][C:27]2[CH:32]=[CH:31][C:30]([C:33]#[N:34])=[CH:29][CH:28]=2)=[CH:21]1)[C:8]([NH:10][C@H:11]([C:16](=[O:19])[NH:17][CH3:18])[C:12]([CH3:15])([CH3:14])[CH3:13])=[O:9])C=C.N1CCOCC1. Product: [C:33]([C:30]1[CH:31]=[CH:32][C:27]([CH2:26][C:25]([C:22]2[CH:23]=[CH:24][N:20]([C@@H:7]([C:8]([NH:10][C@H:11]([C:16](=[O:19])[NH:17][CH3:18])[C:12]([CH3:15])([CH3:13])[CH3:14])=[O:9])[CH2:6][C:5]([OH:36])=[O:4])[CH:21]=2)=[O:35])=[CH:28][CH:29]=1)#[N:34]. The catalyst class is: 790. (3) Reactant: [C:1]([C:3]1[CH:4]=[C:5]([CH:9]=[CH:10][C:11]=1F)[C:6]([OH:8])=[O:7])#[N:2].C([O-])([O-])=O.[K+].[K+].Cl.[F:20][CH:21]1[CH2:26][CH2:25][NH2+:24][CH2:23][CH2:22]1. Product: [C:1]([C:3]1[CH:4]=[C:5]([CH:9]=[CH:10][C:11]=1[N:24]1[CH2:25][CH2:26][CH:21]([F:20])[CH2:22][CH2:23]1)[C:6]([OH:8])=[O:7])#[N:2]. The catalyst class is: 3.